This data is from Forward reaction prediction with 1.9M reactions from USPTO patents (1976-2016). The task is: Predict the product of the given reaction. Given the reactants C[O:2][C:3](=O)[CH2:4][CH2:5][C:6]1[CH:7]=[CH:8][C:9]2[N:13]=[C:12]([CH2:14][NH:15][C:16]3[CH:21]=[CH:20][CH:19]=[CH:18][C:17]=3/[CH:22]=[CH:23]/[C:24]([O:26][C:27]([CH3:30])([CH3:29])[CH3:28])=[O:25])[NH:11][C:10]=2[CH:31]=1.[NH3:33], predict the reaction product. The product is: [NH2:33][C:3](=[O:2])[CH2:4][CH2:5][C:6]1[CH:7]=[CH:8][C:9]2[N:13]=[C:12]([CH2:14][NH:15][C:16]3[CH:21]=[CH:20][CH:19]=[CH:18][C:17]=3/[CH:22]=[CH:23]/[C:24]([O:26][C:27]([CH3:30])([CH3:28])[CH3:29])=[O:25])[NH:11][C:10]=2[CH:31]=1.